Dataset: Full USPTO retrosynthesis dataset with 1.9M reactions from patents (1976-2016). Task: Predict the reactants needed to synthesize the given product. (1) Given the product [Cl:14][C:15]1[CH:16]=[C:17]([S:21]([N:7]2[CH2:26][C:27](=[O:28])[C:13]3[CH:12]=[CH:11][CH:10]=[CH:9][C:8]=3[C:1]3[CH:6]=[CH:5][CH:4]=[CH:3][C:2]2=3)(=[O:23])=[O:22])[CH:18]=[CH:19][CH:20]=1, predict the reactants needed to synthesize it. The reactants are: [C:1]1([C:8]2[CH:13]=[CH:12][CH:11]=[CH:10][CH:9]=2)[C:2]([NH2:7])=[CH:3][CH:4]=[CH:5][CH:6]=1.[Cl:14][C:15]1[CH:16]=[C:17]([S:21](Cl)(=[O:23])=[O:22])[CH:18]=[CH:19][CH:20]=1.Br[CH2:26][C:27](OCC)=[O:28]. (2) Given the product [NH2:13][C:12]1[C:3]2=[N:4][CH:5]=[CH:6][C:7]([O:8][CH:9]([CH3:11])[CH3:10])=[C:2]2[S:21][C:20]=1[C:19]([O:18][CH3:17])=[O:22], predict the reactants needed to synthesize it. The reactants are: Cl[C:2]1[C:3]([C:12]#[N:13])=[N:4][CH:5]=[CH:6][C:7]=1[O:8][CH:9]([CH3:11])[CH3:10].CC#N.[CH3:17][O:18][C:19](=[O:22])[CH2:20][SH:21].C(=O)([O-])[O-].[K+].[K+]. (3) Given the product [CH:12]1[C:11]2[CH:10]([CH2:9][O:8][C:6]([NH:5][C@H:4]([CH2:3][OH:2])[CH2:23][CH2:24][CH3:25])=[O:7])[C:22]3[C:17](=[CH:18][CH:19]=[CH:20][CH:21]=3)[C:16]=2[CH:15]=[CH:14][CH:13]=1, predict the reactants needed to synthesize it. The reactants are: C[O:2][C:3](=O)[C@H:4]([CH2:23][CH2:24][CH3:25])[NH:5][C:6]([O:8][CH2:9][CH:10]1[C:22]2[CH:21]=[CH:20][CH:19]=[CH:18][C:17]=2[C:16]2[C:11]1=[CH:12][CH:13]=[CH:14][CH:15]=2)=[O:7].[Cl-].[Ca+2].[Cl-].[BH4-].[Na+].C(OC(=O)C)C.